Dataset: NCI-60 drug combinations with 297,098 pairs across 59 cell lines. Task: Regression. Given two drug SMILES strings and cell line genomic features, predict the synergy score measuring deviation from expected non-interaction effect. (1) Drug 1: COC1=NC(=NC2=C1N=CN2C3C(C(C(O3)CO)O)O)N. Drug 2: CC1=C2C(C(=O)C3(C(CC4C(C3C(C(C2(C)C)(CC1OC(=O)C(C(C5=CC=CC=C5)NC(=O)C6=CC=CC=C6)O)O)OC(=O)C7=CC=CC=C7)(CO4)OC(=O)C)O)C)OC(=O)C. Cell line: HCC-2998. Synergy scores: CSS=3.04, Synergy_ZIP=-7.32, Synergy_Bliss=-11.4, Synergy_Loewe=-24.7, Synergy_HSA=-11.1. (2) Drug 1: CN(C)N=NC1=C(NC=N1)C(=O)N. Drug 2: CCC1(CC2CC(C3=C(CCN(C2)C1)C4=CC=CC=C4N3)(C5=C(C=C6C(=C5)C78CCN9C7C(C=CC9)(C(C(C8N6C)(C(=O)OC)O)OC(=O)C)CC)OC)C(=O)OC)O.OS(=O)(=O)O. Cell line: KM12. Synergy scores: CSS=34.9, Synergy_ZIP=-10.3, Synergy_Bliss=-11.2, Synergy_Loewe=-17.4, Synergy_HSA=-5.05.